From a dataset of Forward reaction prediction with 1.9M reactions from USPTO patents (1976-2016). Predict the product of the given reaction. (1) Given the reactants [CH:1]1[C:10]2[C:5](=[CH:6][CH:7]=[CH:8][CH:9]=2)[CH:4]=[CH:3][C:2]=1[C:11]1[N:12]=[C:13]([NH:16][C:17]2[N:26]=[CH:25][CH:24]=[CH:23][C:18]=2[C:19]([O:21]C)=[O:20])[S:14][CH:15]=1.[OH-].[Li+], predict the reaction product. The product is: [CH:1]1[C:10]2[C:5](=[CH:6][CH:7]=[CH:8][CH:9]=2)[CH:4]=[CH:3][C:2]=1[C:11]1[N:12]=[C:13]([NH:16][C:17]2[N:26]=[CH:25][CH:24]=[CH:23][C:18]=2[C:19]([OH:21])=[O:20])[S:14][CH:15]=1. (2) Given the reactants [NH2:1][C@@H:2]1[CH2:11][C@@H:10]2[C@:5]([CH3:14])([CH2:6][CH2:7][CH2:8][C:9]2([CH3:13])[CH3:12])[C@@H:4]([C:15]([C:17]2[CH:18]=[C:19]([OH:24])[CH:20]=[C:21]([OH:23])[CH:22]=2)=[O:16])[C@@H:3]1[CH3:25].[NH:26]1[CH:30]=[C:29]([CH:31]=O)[N:28]=[CH:27]1.C(O)(=O)C.C(O[BH-](OC(=O)C)OC(=O)C)(=O)C.[Na+], predict the reaction product. The product is: [NH:28]1[C:29]([CH2:31][NH:1][C@@H:2]2[CH2:11][C@@H:10]3[C@:5]([CH3:14])([CH2:6][CH2:7][CH2:8][C:9]3([CH3:13])[CH3:12])[C@@H:4]([C:15]([C:17]3[CH:22]=[C:21]([OH:23])[CH:20]=[C:19]([OH:24])[CH:18]=3)=[O:16])[C@@H:3]2[CH3:25])=[CH:30][N:26]=[CH:27]1. (3) Given the reactants [NH:1]1[CH2:6][CH2:5][CH2:4][CH:3]2[CH2:7][N:8]([C:10]3[CH:19]=[CH:18][C:13]([C:14]([O:16]C)=O)=[CH:12][CH:11]=3)[CH2:9][CH:2]12.Cl.[CH3:21][O:22][C:23]1[CH:24]=[C:25]([CH2:31][O:32][C:33]2[CH:34]=[C:35]([NH2:38])[NH:36][N:37]=2)[CH:26]=[C:27]([O:29][CH3:30])[CH:28]=1.C[Al](C)C.C1(C)C=CC=CC=1, predict the reaction product. The product is: [NH:1]1[CH2:6][CH2:5][CH2:4][CH:3]2[CH2:7][N:8]([C:10]3[CH:11]=[CH:12][C:13]([C:14]([NH:38][C:35]4[NH:36][N:37]=[C:33]([O:32][CH2:31][C:25]5[CH:26]=[C:27]([O:29][CH3:30])[CH:28]=[C:23]([O:22][CH3:21])[CH:24]=5)[CH:34]=4)=[O:16])=[CH:18][CH:19]=3)[CH2:9][CH:2]12. (4) Given the reactants C(Cl)(=O)C(Cl)=O.CS(C)=O.[C:11]1([S:17]([N:20]2[CH:31]=[CH:30][C:29]3[C:21]2=[N:22][CH:23]=[C:24]2[C:28]=3[N:27]([CH:32]3[CH2:37][CH2:36][CH:35]([OH:38])[CH2:34][CH2:33]3)[N:26]=[N:25]2)(=[O:19])=[O:18])[CH:16]=[CH:15][CH:14]=[CH:13][CH:12]=1.C(N(CC)CC)C, predict the reaction product. The product is: [C:11]1([S:17]([N:20]2[CH:31]=[CH:30][C:29]3[C:21]2=[N:22][CH:23]=[C:24]2[C:28]=3[N:27]([CH:32]3[CH2:33][CH2:34][C:35](=[O:38])[CH2:36][CH2:37]3)[N:26]=[N:25]2)(=[O:18])=[O:19])[CH:16]=[CH:15][CH:14]=[CH:13][CH:12]=1.